From a dataset of Peptide-MHC class II binding affinity with 134,281 pairs from IEDB. Regression. Given a peptide amino acid sequence and an MHC pseudo amino acid sequence, predict their binding affinity value. This is MHC class II binding data. (1) The MHC is DRB1_0101 with pseudo-sequence DRB1_0101. The binding affinity (normalized) is 0.301. The peptide sequence is FFQLLRLMADKPHETAIK. (2) The peptide sequence is MKNLVWNDELAYVAQ. The MHC is DRB1_1201 with pseudo-sequence DRB1_1201. The binding affinity (normalized) is 0.406.